Predict the product of the given reaction. From a dataset of Forward reaction prediction with 1.9M reactions from USPTO patents (1976-2016). (1) Given the reactants [CH3:1][C:2]1[N:3]([CH2:16][CH2:17][CH2:18][O:19][CH2:20][C:21]#[C:22][C:23]2[CH:28]=[CH:27][CH:26]=[CH:25][CH:24]=2)[C:4]2[C:13]3[CH:12]=[CH:11][CH:10]=[CH:9][C:8]=3[N:7]=[C:6]([NH2:14])[C:5]=2[N:15]=1.[H][H], predict the reaction product. The product is: [CH3:1][C:2]1[N:3]([CH2:16][CH2:17][CH2:18][O:19][CH2:20][CH2:21][CH2:22][C:23]2[CH:28]=[CH:27][CH:26]=[CH:25][CH:24]=2)[C:4]2[C:13]3[CH:12]=[CH:11][CH:10]=[CH:9][C:8]=3[N:7]=[C:6]([NH2:14])[C:5]=2[N:15]=1. (2) The product is: [NH2:5][C@H:6]([C:11]1[CH:12]=[CH:13][C:14]([F:17])=[CH:15][CH:16]=1)[C:7]([CH3:9])([OH:10])[CH3:8]. Given the reactants FC(F)(F)C([NH:5][C@H:6]([C:11]1[CH:16]=[CH:15][C:14]([F:17])=[CH:13][CH:12]=1)[C:7]([OH:10])([CH3:9])[CH3:8])=O.[OH-].[K+].O, predict the reaction product.